Dataset: Catalyst prediction with 721,799 reactions and 888 catalyst types from USPTO. Task: Predict which catalyst facilitates the given reaction. (1) The catalyst class is: 79. Product: [Cl:1][C:2]1[CH:7]=[CH:6][C:5]([CH2:8][N:9]2[CH2:14][CH2:13][N:12]([C:15]([O:17][C:18]([CH3:21])([CH3:20])[CH3:19])=[O:16])[CH2:11][CH2:10]2)=[C:4]([N:22]2[CH2:26][CH2:25][C@H:24]([CH2:27][O:28][S:62]([C:59]3[CH:60]=[CH:61][C:56]([CH3:55])=[CH:57][CH:58]=3)(=[O:64])=[O:63])[CH2:23]2)[CH:3]=1. Reactant: [Cl:1][C:2]1[CH:7]=[CH:6][C:5]([CH2:8][N:9]2[CH2:14][CH2:13][N:12]([C:15]([O:17][C:18]([CH3:21])([CH3:20])[CH3:19])=[O:16])[CH2:11][CH2:10]2)=[C:4]([N:22]2[CH2:26][CH2:25][C@H:24]([CH2:27][OH:28])[CH2:23]2)[CH:3]=1.N1CC[C@H](CO)C1.N1(C(OC(C)(C)C)=O)CCNCC1.N1C=CC=CC=1.[CH3:55][C:56]1[CH:61]=[CH:60][C:59]([S:62](Cl)(=[O:64])=[O:63])=[CH:58][CH:57]=1. (2) Reactant: [F:1][C:2]1[CH:7]=[C:6]([F:8])[C:5]([F:9])=[CH:4][C:3]=1[CH2:10][C:11]([OH:13])=O.[C:14](N1C=CN=C1)(N1C=CN=C1)=O.[Mg+2].C[CH:28]([C:32]([O-:34])=[O:33])C([O-])=O. Product: [F:1][C:2]1[CH:7]=[C:6]([F:8])[C:5]([F:9])=[CH:4][C:3]=1[CH2:10][C:11](=[O:13])[CH2:28][C:32]([O:34][CH3:14])=[O:33]. The catalyst class is: 1.